Regression/Classification. Given a drug SMILES string, predict its absorption, distribution, metabolism, or excretion properties. Task type varies by dataset: regression for continuous measurements (e.g., permeability, clearance, half-life) or binary classification for categorical outcomes (e.g., BBB penetration, CYP inhibition). Dataset: cyp2c19_veith. From a dataset of CYP2C19 inhibition data for predicting drug metabolism from PubChem BioAssay. (1) The drug is COc1ccc2nc(NCN3C(=O)c4ccccc4C3=O)sc2c1. The result is 1 (inhibitor). (2) The molecule is CCN(CC(=O)O)CC(=O)O. The result is 0 (non-inhibitor). (3) The drug is CCc1ccccc1NC(=O)c1ccc(-n2c(C)ccc2C)cc1. The result is 1 (inhibitor). (4) The compound is O=C(CC1CCCCC1)N1CCC(c2nc(-c3ccc(S(=O)(=O)N4CCCC4)cc3)no2)CC1. The result is 1 (inhibitor). (5) The drug is O=C(NCc1ccco1)c1ccc2c(=O)n(-c3ccccc3)c(=S)[nH]c2c1. The result is 0 (non-inhibitor). (6) The drug is COc1cc(Br)c(C(C)NC(=O)c2cccc(Br)c2)cc1OC. The result is 1 (inhibitor). (7) The drug is NCCSCCC(=O)O. The result is 0 (non-inhibitor).